Dataset: Full USPTO retrosynthesis dataset with 1.9M reactions from patents (1976-2016). Task: Predict the reactants needed to synthesize the given product. (1) The reactants are: [OH:1][C:2]1[CH:10]=[C:9]([OH:11])[CH:8]=[C:7]([OH:12])[C:3]=1[C:4]([OH:6])=[O:5].[CH3:13][C:14]([CH3:16])=O.FC(F)(F)C(O)=O. Given the product [OH:1][C:2]1[C:3]2[C:4](=[O:6])[O:5][C:14]([CH3:16])([CH3:13])[O:12][C:7]=2[CH:8]=[C:9]([OH:11])[CH:10]=1, predict the reactants needed to synthesize it. (2) Given the product [CH:1]1([N:4]([S:5]([CH2:8][CH2:9][CH3:10])(=[O:7])=[O:6])[CH2:11][CH2:12][O:13][S:17]([CH2:14][CH2:15][CH3:16])(=[O:19])=[O:18])[CH2:3][CH2:2]1, predict the reactants needed to synthesize it. The reactants are: [CH:1]1([N:4]([CH2:11][CH2:12][OH:13])[S:5]([CH2:8][CH2:9][CH3:10])(=[O:7])=[O:6])[CH2:3][CH2:2]1.[CH2:14]([S:17](Cl)(=[O:19])=[O:18])[CH2:15][CH3:16]. (3) Given the product [C:1]([O:5][C:6]([N:8]1[CH2:9][CH2:10][CH:11]([N:14]([CH2:36][C:30]2[C:29]([CH3:28])=[CH:34][C:33]([CH3:35])=[CH:32][N:31]=2)[CH2:15][C:16]2[C:21]([C:22]3[CH:27]=[CH:26][CH:25]=[CH:24][CH:23]=3)=[CH:20][CH:19]=[CH:18][N:17]=2)[CH2:12][CH2:13]1)=[O:7])([CH3:4])([CH3:2])[CH3:3], predict the reactants needed to synthesize it. The reactants are: [C:1]([O:5][C:6]([N:8]1[CH2:13][CH2:12][CH:11]([NH:14][CH2:15][C:16]2[C:21]([C:22]3[CH:27]=[CH:26][CH:25]=[CH:24][CH:23]=3)=[CH:20][CH:19]=[CH:18][N:17]=2)[CH2:10][CH2:9]1)=[O:7])([CH3:4])([CH3:3])[CH3:2].[CH3:28][C:29]1[C:30]([CH:36]=O)=[N:31][CH:32]=[C:33]([CH3:35])[CH:34]=1.[BH-](OC(C)=O)(OC(C)=O)OC(C)=O.[Na+]. (4) Given the product [CH3:1][O:2][C:3](=[O:27])[C@@H:4]([N:9]1[CH2:10][C:11]([O:18][C:19]2[CH:24]=[CH:23][C:22]([O:25][CH3:26])=[CH:21][CH:20]=2)=[CH:12][C:13]1=[O:14])[CH2:5][CH:6]([CH3:8])[CH3:7], predict the reactants needed to synthesize it. The reactants are: [CH3:1][O:2][C:3](=[O:27])[C@@H:4]([NH:9][CH2:10][C:11]([O:18][C:19]1[CH:24]=[CH:23][C:22]([O:25][CH3:26])=[CH:21][CH:20]=1)=[CH:12][C:13](OCC)=[O:14])[CH2:5][CH:6]([CH3:8])[CH3:7]. (5) Given the product [Cl:1][C:2]1[CH:3]=[CH:4][C:5]([O:8][C@H:9]2[CH2:17][N:12]3[CH2:13][CH2:14][N:15]([C:19]4[CH:24]=[CH:23][CH:22]=[C:21]([C:25]([F:28])([F:27])[F:26])[N:20]=4)[CH2:16][C@@H:11]3[CH2:10]2)=[N:6][CH:7]=1, predict the reactants needed to synthesize it. The reactants are: [Cl:1][C:2]1[CH:3]=[CH:4][C:5]([O:8][C@H:9]2[CH2:17][N:12]3[CH2:13][CH2:14][NH:15][CH2:16][C@@H:11]3[CH2:10]2)=[N:6][CH:7]=1.Cl[C:19]1[CH:24]=[CH:23][CH:22]=[C:21]([C:25]([F:28])([F:27])[F:26])[N:20]=1.C(=O)([O-])[O-].[Na+].[Na+]. (6) Given the product [Cl:1][C:2]1[CH:7]=[CH:6][C:5]([C:8]2[CH:13]=[CH:12][CH:11]=[C:10]([O:14][CH2:36][CH2:35][N:33]([CH3:34])[CH3:32])[C:9]=2[CH2:15][N:16]2[CH2:17][CH2:18][N:19]([C:22]([O:24][C:25]([CH3:28])([CH3:27])[CH3:26])=[O:23])[CH2:20][CH2:21]2)=[CH:4][CH:3]=1, predict the reactants needed to synthesize it. The reactants are: [Cl:1][C:2]1[CH:7]=[CH:6][C:5]([C:8]2[CH:13]=[CH:12][CH:11]=[C:10]([OH:14])[C:9]=2[CH2:15][N:16]2[CH2:21][CH2:20][N:19]([C:22]([O:24][C:25]([CH3:28])([CH3:27])[CH3:26])=[O:23])[CH2:18][CH2:17]2)=[CH:4][CH:3]=1.[H-].[Na+].Cl.[CH3:32][N:33]([CH2:35][CH2:36]Cl)[CH3:34]. (7) Given the product [NH2:12][C:7]1[N:8]=[C:9]([CH3:11])[N:10]=[C:5]([O:4][C:3]2[CH:13]=[CH:14][CH:15]=[CH:16][C:2]=2[C:22]2[CH:21]=[CH:20][C:19]([C:33]3[CH:38]=[N:37][C:36]([NH2:39])=[N:35][CH:34]=3)=[C:18]([F:17])[CH:23]=2)[CH:6]=1, predict the reactants needed to synthesize it. The reactants are: Br[C:2]1[CH:16]=[CH:15][CH:14]=[CH:13][C:3]=1[O:4][C:5]1[N:10]=[C:9]([CH3:11])[N:8]=[C:7]([NH2:12])[CH:6]=1.[F:17][C:18]1[CH:23]=[C:22](B2OC(C)(C)C(C)(C)O2)[CH:21]=[CH:20][C:19]=1[C:33]1[CH:34]=[N:35][C:36]([NH2:39])=[N:37][CH:38]=1.